Dataset: Full USPTO retrosynthesis dataset with 1.9M reactions from patents (1976-2016). Task: Predict the reactants needed to synthesize the given product. (1) Given the product [CH3:19][C:11]1[CH:10]=[C:9]([NH:8][C:4]2[CH:3]=[C:2]([C:2]3[CH:3]=[CH:4][CH:5]=[C:6]([CH:20]=[O:23])[CH:7]=3)[CH:7]=[CH:6][CH:5]=2)[C:18]2[C:13](=[CH:14][CH:15]=[CH:16][CH:17]=2)[N:12]=1, predict the reactants needed to synthesize it. The reactants are: Br[C:2]1[CH:3]=[C:4]([NH:8][C:9]2[C:18]3[C:13](=[CH:14][CH:15]=[CH:16][CH:17]=3)[N:12]=[C:11]([CH3:19])[CH:10]=2)[CH:5]=[CH:6][CH:7]=1.[C:20]([O-:23])(O)=O.[Na+]. (2) The reactants are: [CH:1]1([PH:7][CH:8]2[CH2:13][CH2:12][CH2:11][CH2:10][CH2:9]2)[CH2:6][CH2:5][CH2:4][CH2:3][CH2:2]1.[CH2:14]([NH2:17])[CH:15]=[CH2:16]. Given the product [CH:8]1([P:7]([CH:1]2[CH2:2][CH2:3][CH2:4][CH2:5][CH2:6]2)[CH2:16][CH2:15][CH2:14][NH2:17])[CH2:9][CH2:10][CH2:11][CH2:12][CH2:13]1, predict the reactants needed to synthesize it. (3) Given the product [Br:1][C:2]1[CH:7]=[CH:6][C:5]([S:8]([C:11]2([CH3:14])[CH2:13][CH2:12]2)(=[O:10])=[O:9])=[CH:4][CH:3]=1, predict the reactants needed to synthesize it. The reactants are: [Br:1][C:2]1[CH:7]=[CH:6][C:5]([S:8]([CH:11]2[CH2:13][CH2:12]2)(=[O:10])=[O:9])=[CH:4][CH:3]=1.[CH3:14]N(CCN(C)C)C.[Li]CCCC.IC. (4) The reactants are: [Cl:1][C:2]1[C:7]([O:8][CH3:9])=[CH:6][C:5]([O:10][CH3:11])=[C:4]([Cl:12])[C:3]=1[C:13]#[C:14][C:15]1[CH:16]=[N:17][C:18]([NH:21][C:22]2[C:27]([N+:28]([O-])=O)=[CH:26][CH:25]=[CH:24][C:23]=2[CH3:31])=[N:19][CH:20]=1.[Cl-].[NH4+]. Given the product [Cl:12][C:4]1[C:5]([O:10][CH3:11])=[CH:6][C:7]([O:8][CH3:9])=[C:2]([Cl:1])[C:3]=1[C:13]#[C:14][C:15]1[CH:20]=[N:19][C:18]([NH:21][C:22]2[C:27]([NH2:28])=[CH:26][CH:25]=[CH:24][C:23]=2[CH3:31])=[N:17][CH:16]=1, predict the reactants needed to synthesize it. (5) Given the product [CH3:32][O:31][C:28]1[CH:27]=[CH:26][C:25]([CH2:24][O:23][C:18]2[CH:19]=[CH:20][CH:21]=[CH:22][C:17]=2[C:12]2[N:11]([C:7]3[CH:6]=[C:5]([CH:10]=[CH:9][CH:8]=3)[C:4]([OH:33])=[O:3])[CH:15]=[CH:14][CH:13]=2)=[CH:30][CH:29]=1, predict the reactants needed to synthesize it. The reactants are: C([O:3][C:4](=[O:33])[C:5]1[CH:10]=[CH:9][CH:8]=[C:7]([N:11]2[C:15](C)=[CH:14][CH:13]=[C:12]2[C:17]2[CH:22]=[CH:21][CH:20]=[CH:19][C:18]=2[O:23][CH2:24][C:25]2[CH:30]=[CH:29][C:28]([O:31][CH3:32])=[CH:27][CH:26]=2)[CH:6]=1)C.[OH-].[Na+]. (6) Given the product [OH:13][CH:12]([C:3]1[CH:4]=[CH:5][C:6]2[C:7](=[O:11])[O:8][CH2:9][C:10]=2[C:2]=1[CH3:1])[CH2:14][N:18]1[CH2:19][CH2:20][N:15]([CH2:21][CH2:22][C:23]2[CH:32]=[CH:31][C:26]3[C:27](=[O:30])[O:28][CH2:29][C:25]=3[CH:24]=2)[CH2:16][CH2:17]1, predict the reactants needed to synthesize it. The reactants are: [CH3:1][C:2]1[C:10]2[CH2:9][O:8][C:7](=[O:11])[C:6]=2[CH:5]=[CH:4][C:3]=1[CH:12]1[CH2:14][O:13]1.[N:15]1([CH2:21][CH2:22][C:23]2[CH:32]=[CH:31][C:26]3[C:27](=[O:30])[O:28][CH2:29][C:25]=3[CH:24]=2)[CH2:20][CH2:19][NH:18][CH2:17][CH2:16]1.